Regression. Given a target protein amino acid sequence and a drug SMILES string, predict the binding affinity score between them. We predict pKi (pKi = -log10(Ki in M); higher means stronger inhibition). Dataset: bindingdb_ki. From a dataset of Drug-target binding data from BindingDB using Ki measurements. The compound is COc1cccc([C@@]2(O)c3ccc(-c4ccc(Cl)c(Cl)c4)cc3CC[C@@H]2CN(C)C)c1. The pKi is 9.0. The target protein (P35372) has sequence MDSSAAPTNASNCTDALAYSSCSPAPSPGSWVNLSHLDGNLSDPCGPNRTDLGGRDSLCPPTGSPSMITAITIMALYSIVCVVGLFGNFLVMYVIVRYTKMKTATNIYIFNLALADALATSTLPFQSVNYLMGTWPFGTILCKIVISIDYYNMFTSIFTLCTMSVDRYIAVCHPVKALDFRTPRNAKIINVCNWILSSAIGLPVMFMATTKYRQGSIDCTLTFSHPTWYWENLLKICVFIFAFIMPVLIITVCYGLMILRLKSVRMLSGSKEKDRNLRRITRMVLVVVAVFIVCWTPIHIYVIIKALVTIPETTFQTVSWHFCIALGYTNSCLNPVLYAFLDENFKRCFREFCIPTSSNIEQQNSTRIRQNTRDHPSTANTVDRTNHQLENLEAETAPLP.